This data is from Full USPTO retrosynthesis dataset with 1.9M reactions from patents (1976-2016). The task is: Predict the reactants needed to synthesize the given product. (1) Given the product [Br:19][C:20]1[CH:28]=[CH:27][CH:26]=[C:25]2[C:21]=1[CH2:22][N:23]([C:41]([O:9][C@H:7]1[CH2:6][N:5]([C:10]([O:12][C:13]([CH3:14])([CH3:16])[CH3:15])=[O:11])[C@H:4]([C:3]([O:2][CH3:1])=[O:17])[CH2:8]1)=[O:42])[CH2:24]2, predict the reactants needed to synthesize it. The reactants are: [CH3:1][O:2][C:3](=[O:17])[C@@H:4]1[CH2:8][C@@H:7]([OH:9])[CH2:6][N:5]1[C:10]([O:12][C:13]([CH3:16])([CH3:15])[CH3:14])=[O:11].Cl.[Br:19][C:20]1[CH:28]=[CH:27][CH:26]=[C:25]2[C:21]=1[CH2:22][NH:23][CH2:24]2.C(N(C(C)C)CC)(C)C.CN([CH:41]=[O:42])C. (2) Given the product [OH:36][C:26]1[C:25](=[O:24])[N:14]([C:15]2[N:16]=[N:17][C:18]([CH3:21])=[CH:19][CH:20]=2)[CH:8]([C:7]2[CH:10]=[CH:11][C:4]([O:3][C:2]([F:13])([F:12])[F:1])=[CH:5][CH:6]=2)[C:27]=1[C:28]([C:30]1[S:31][C:32]([CH3:35])=[CH:33][N:34]=1)=[O:29], predict the reactants needed to synthesize it. The reactants are: [F:1][C:2]([F:13])([F:12])[O:3][C:4]1[CH:11]=[CH:10][C:7]([CH:8]=O)=[CH:6][CH:5]=1.[NH2:14][C:15]1[N:16]=[N:17][C:18]([CH3:21])=[CH:19][CH:20]=1.C([O:24][C:25](=O)[C:26]([OH:36])=[CH:27][C:28]([C:30]1[S:31][C:32]([CH3:35])=[CH:33][N:34]=1)=[O:29])C. (3) Given the product [CH2:42]([N:41]([CH2:44][CH3:45])[CH2:39][CH2:38][O:1][C:2]1[CH:36]=[CH:35][C:5]([CH2:6][CH2:8][NH:9][C:10]2[CH:15]=[C:14]([O:16][CH3:17])[CH:13]=[CH:12][C:11]=2[CH:18]2[CH2:27][CH2:26][C:25]3[CH:24]=[C:23]([OH:28])[CH:22]=[CH:21][C:20]=3[CH2:19]2)=[CH:4][CH:3]=1)[CH3:43], predict the reactants needed to synthesize it. The reactants are: [OH:1][C:2]1[CH:36]=[CH:35][C:5]([C:6]([CH2:8][NH:9][C:10]2[CH:15]=[C:14]([O:16][CH3:17])[CH:13]=[CH:12][C:11]=2[CH:18]2[CH2:27][CH2:26][C:25]3[CH:24]=[C:23]([O:28]C(=O)C(C)(C)C)[CH:22]=[CH:21][C:20]=3[CH2:19]2)=O)=[CH:4][CH:3]=1.Cl[CH2:38][C:39]([N:41]([CH2:44][CH3:45])[CH2:42][CH3:43])=O. (4) Given the product [CH:17]1([N:16]2[C:11]3[C:10](=[O:24])[NH:9][C:8]([C:5]4[CH:6]=[CH:7][C:2]([CH:34]=[O:35])=[CH:3][C:4]=4[O:25][CH3:26])=[N:13][C:12]=3[C:14]([CH3:23])=[N:15]2)[CH2:22][CH2:21][CH2:20][CH2:19][CH2:18]1, predict the reactants needed to synthesize it. The reactants are: Br[C:2]1[CH:7]=[CH:6][C:5]([C:8]2[NH:9][C:10](=[O:24])[C:11]3[N:16]([CH:17]4[CH2:22][CH2:21][CH2:20][CH2:19][CH2:18]4)[N:15]=[C:14]([CH3:23])[C:12]=3[N:13]=2)=[C:4]([O:25][CH3:26])[CH:3]=1.C([Li])CCC.CN(C)[CH:34]=[O:35].[Cl-].[NH4+]. (5) Given the product [F:1][C:2]1[CH:3]=[CH:4][C:5]([C@@H:8]([CH:13]2[CH2:18][CH2:17][O:16][CH2:15][CH2:14]2)[CH2:9][C:10]([N:32]2[C@@H:31]([C:25]3[CH:30]=[CH:29][CH:28]=[CH:27][CH:26]=3)[CH2:35][O:34][C:33]2=[O:36])=[O:12])=[CH:6][CH:7]=1, predict the reactants needed to synthesize it. The reactants are: [F:1][C:2]1[CH:7]=[CH:6][C:5]([C@@H:8]([CH:13]2[CH2:18][CH2:17][O:16][CH2:15][CH2:14]2)[CH2:9][C:10]([OH:12])=O)=[CH:4][CH:3]=1.S(Cl)(Cl)=O.[H-].[Na+].[C:25]1([C@H:31]2[CH2:35][O:34][C:33](=[O:36])[NH:32]2)[CH:30]=[CH:29][CH:28]=[CH:27][CH:26]=1. (6) The reactants are: Cl.Cl.[OH:3][CH:4]([C:16]1[C:25]2[C:20](=[CH:21][CH:22]=[C:23]([O:26][CH3:27])[CH:24]=2)[N:19]=[CH:18][C:17]=1[F:28])[CH2:5][CH2:6][CH:7]1[CH2:12][CH2:11][NH:10][CH2:9][CH:8]1[C:13]([OH:15])=[O:14].Br[CH2:30][CH2:31][S:32][C:33]1[S:34][CH:35]=[CH:36][CH:37]=1.[C:38](=O)([O-])[O-].[K+].[K+].[I-].[K+]. Given the product [OH:3][CH:4]([C:16]1[C:25]2[C:20](=[CH:21][CH:22]=[C:23]([O:26][CH3:27])[CH:24]=2)[N:19]=[CH:18][C:17]=1[F:28])[CH2:5][CH2:6][CH:7]1[CH2:12][CH2:11][N:10]([CH2:30][CH2:31][S:32][C:33]2[S:34][CH:35]=[CH:36][CH:37]=2)[CH2:9][CH:8]1[C:13]([O:15][CH3:38])=[O:14], predict the reactants needed to synthesize it. (7) Given the product [N:10]1[CH:9]=[CH:8][C:7]([C:5]2[S:4][C:3]3[C:13](=[O:14])[NH:15][C:19]4([CH2:20][CH2:21][S:16][CH2:17][CH2:18]4)[NH:1][C:2]=3[CH:6]=2)=[CH:12][CH:11]=1, predict the reactants needed to synthesize it. The reactants are: [NH2:1][C:2]1[CH:6]=[C:5]([C:7]2[CH:12]=[CH:11][N:10]=[CH:9][CH:8]=2)[S:4][C:3]=1[C:13]([NH2:15])=[O:14].[S:16]1[CH2:21][CH2:20][C:19](=O)[CH2:18][CH2:17]1.O.C1(C)C=CC(S(O)(=O)=O)=CC=1.C([O-])(O)=O.[Na+]. (8) Given the product [CH3:40][O:39][C:37]([C:35]1[O:36][C:32]([CH2:31][N:19]2[C:18](=[O:23])/[C:17](=[CH:16]/[C:12]3[CH:11]=[C:10]4[C:15](=[CH:14][CH:13]=3)[N:7]([CH2:6][C:5]3[CH:24]=[CH:25][C:2]([Cl:1])=[CH:3][C:4]=3[C:26]([F:27])([F:29])[F:28])[N:8]=[CH:9]4)/[S:21][C:20]2=[O:22])=[CH:33][CH:34]=1)=[O:38], predict the reactants needed to synthesize it. The reactants are: [Cl:1][C:2]1[CH:25]=[CH:24][C:5]([CH2:6][N:7]2[C:15]3[C:10](=[CH:11][C:12](/[CH:16]=[C:17]4/[C:18](=[O:23])[NH:19][C:20](=[O:22])[S:21]/4)=[CH:13][CH:14]=3)[CH:9]=[N:8]2)=[C:4]([C:26]([F:29])([F:28])[F:27])[CH:3]=1.Cl[CH2:31][C:32]1[O:36][C:35]([C:37]([O:39][CH3:40])=[O:38])=[CH:34][CH:33]=1.